This data is from Forward reaction prediction with 1.9M reactions from USPTO patents (1976-2016). The task is: Predict the product of the given reaction. (1) The product is: [NH2:44][C:41]1[N:42]=[CH:43][C:38]([C:16]2[N:17]=[C:18]([N:21]3[CH2:26][CH2:25][O:24][CH2:23][CH2:22]3)[C:19]3[S:20][C:12]([CH2:11][N:8]4[CH2:9][CH2:10][N:5]([C:3]([N:2]([CH3:29])[CH3:1])=[O:4])[CH2:6][CH2:7]4)=[C:13]([CH3:28])[C:14]=3[N:15]=2)=[CH:39][N:40]=1. Given the reactants [CH3:1][N:2]([CH3:29])[C:3]([N:5]1[CH2:10][CH2:9][N:8]([CH2:11][C:12]2[S:20][C:19]3[C:18]([N:21]4[CH2:26][CH2:25][O:24][CH2:23][CH2:22]4)=[N:17][C:16](Cl)=[N:15][C:14]=3[C:13]=2[CH3:28])[CH2:7][CH2:6]1)=[O:4].CC1(C)C(C)(C)OB([C:38]2[CH:39]=[N:40][C:41]([NH2:44])=[N:42][CH:43]=2)O1, predict the reaction product. (2) Given the reactants [Si:1]([O:8][CH:9]1[CH2:14][CH2:13][CH:12]([C:15]2[N:20]=[C:19]([C:21]([O:23]C)=[O:22])[CH:18]=[CH:17][C:16]=2[F:25])[CH2:11][CH2:10]1)([C:4]([CH3:7])([CH3:6])[CH3:5])([CH3:3])[CH3:2].[Li+].[OH-].Cl.C(OCC)(=O)C, predict the reaction product. The product is: [Si:1]([O:8][CH:9]1[CH2:10][CH2:11][CH:12]([C:15]2[N:20]=[C:19]([C:21]([OH:23])=[O:22])[CH:18]=[CH:17][C:16]=2[F:25])[CH2:13][CH2:14]1)([C:4]([CH3:7])([CH3:6])[CH3:5])([CH3:3])[CH3:2]. (3) Given the reactants N#N.C(OC(=O)[N:9]([C:26]1[N:27]=[C:28]([CH2:31][N:32]2[CH:36]=[CH:35][C:34]([C:37](=[O:39])[CH3:38])=[N:33]2)[O:29][CH:30]=1)[C:10]([C:12]1[N:13]=[C:14]([CH:23]2[CH2:25][CH2:24]2)[S:15][C:16]=1[C:17]1[CH:22]=[CH:21][CH:20]=[CH:19][CH:18]=1)=[O:11])(C)(C)C.FC(F)(F)C(O)=O, predict the reaction product. The product is: [C:37]([C:34]1[CH:35]=[CH:36][N:32]([CH2:31][C:28]2[O:29][CH:30]=[C:26]([NH:9][C:10]([C:12]3[N:13]=[C:14]([CH:23]4[CH2:24][CH2:25]4)[S:15][C:16]=3[C:17]3[CH:18]=[CH:19][CH:20]=[CH:21][CH:22]=3)=[O:11])[N:27]=2)[N:33]=1)(=[O:39])[CH3:38]. (4) The product is: [ClH:45].[CH2:17]([O:19][C:20]([C:22]1[N:23]([C:34]2[CH:35]=[CH:36][C:37]([O:40][CH:41]([CH3:42])[CH3:43])=[CH:38][CH:39]=2)[C:24]2[C:29]([C:30]=1[S:31][CH3:32])=[CH:28][C:27]([C:7]1[CH:12]=[CH:11][C:10]([C:13]([F:16])([F:15])[F:14])=[CH:9][N:8]=1)=[CH:26][CH:25]=2)=[O:21])[CH3:18]. Given the reactants [Li]C(C)(C)C.Br[C:7]1[CH:12]=[CH:11][C:10]([C:13]([F:16])([F:15])[F:14])=[CH:9][N:8]=1.[CH2:17]([O:19][C:20]([C:22]1[N:23]([C:34]2[CH:39]=[CH:38][C:37]([O:40][CH:41]([CH3:43])[CH3:42])=[CH:36][CH:35]=2)[C:24]2[C:29]([C:30]=1[S:31][CH3:32])=[CH:28][C:27](Br)=[CH:26][CH:25]=2)=[O:21])[CH3:18].[NH4+].[Cl-:45].Cl, predict the reaction product. (5) Given the reactants Cl.[CH3:2][CH:3]1[C:11]2[N:10]=[C:9]([CH2:12][C:13]([C:15]3[CH:20]=[CH:19][CH:18]=[CH:17][CH:16]=3)=[O:14])[NH:8][C:7]=2[CH2:6][CH2:5][CH2:4]1.C[O-].[Na+].[C:24](OC)(=[O:27])[C:25]#[CH:26], predict the reaction product. The product is: [C:13]([C:12]1[CH:26]=[CH:25][C:24](=[O:27])[N:8]2[C:7]3[CH2:6][CH2:5][CH2:4][CH:3]([CH3:2])[C:11]=3[NH:10][C:9]=12)(=[O:14])[C:15]1[CH:16]=[CH:17][CH:18]=[CH:19][CH:20]=1. (6) Given the reactants FC(F)(F)C(O)=O.[NH2:8][C@:9]1([C:14]([NH:16][S:17]([C:20]2([CH3:23])[CH2:22][CH2:21]2)(=[O:19])=[O:18])=[O:15])[CH2:11][C@H:10]1[CH:12]=[CH2:13].[C:24]([O:28][C:29]([NH:31][C@@H:32]([C@H:44]([CH3:52])[CH2:45][C@H:46]([CH3:51])[CH2:47][CH2:48][CH:49]=[CH2:50])[C:33]([N:35]1[CH2:39][C@H:38]([OH:40])[CH2:37][C@H:36]1[C:41](O)=[O:42])=[O:34])=[O:30])([CH3:27])([CH3:26])[CH3:25].C(N(CC)C(C)C)(C)C.CN(C(ON1N=NC2C=CC=NC1=2)=[N+](C)C)C.F[P-](F)(F)(F)(F)F, predict the reaction product. The product is: [OH:40][C@H:38]1[CH2:39][N:35]([C:33](=[O:34])[C@@H:32]([NH:31][C:29](=[O:30])[O:28][C:24]([CH3:26])([CH3:25])[CH3:27])[C@H:44]([CH3:52])[CH2:45][CH:46]([CH3:51])[CH2:47][CH2:48][CH:49]=[CH2:50])[C@H:36]([C:41](=[O:42])[NH:8][C@:9]2([C:14](=[O:15])[NH:16][S:17]([C:20]3([CH3:23])[CH2:22][CH2:21]3)(=[O:19])=[O:18])[CH2:11][C@H:10]2[CH:12]=[CH2:13])[CH2:37]1.